This data is from Catalyst prediction with 721,799 reactions and 888 catalyst types from USPTO. The task is: Predict which catalyst facilitates the given reaction. (1) Reactant: [CH2:1]([O:8][C:9]1[CH:18]=[C:17]([O:19][CH2:20][C:21]2[CH:26]=[CH:25][CH:24]=[CH:23][CH:22]=2)[C:16]([Br:27])=[CH:15][C:10]=1[C:11]([O:13]C)=[O:12])[C:2]1[CH:7]=[CH:6][CH:5]=[CH:4][CH:3]=1.[OH-].[Na+].Cl. Product: [CH2:1]([O:8][C:9]1[CH:18]=[C:17]([O:19][CH2:20][C:21]2[CH:26]=[CH:25][CH:24]=[CH:23][CH:22]=2)[C:16]([Br:27])=[CH:15][C:10]=1[C:11]([OH:13])=[O:12])[C:2]1[CH:3]=[CH:4][CH:5]=[CH:6][CH:7]=1. The catalyst class is: 20. (2) Reactant: [C:1]([O:5][C:6]([N:8]1[CH2:13][CH2:12][C:11]([NH:15]C(OCC2C=CC=CC=2)=O)([CH3:14])[CH2:10][CH2:9]1)=[O:7])([CH3:4])([CH3:3])[CH3:2]. Product: [C:1]([O:5][C:6]([N:8]1[CH2:13][CH2:12][C:11]([NH2:15])([CH3:14])[CH2:10][CH2:9]1)=[O:7])([CH3:4])([CH3:2])[CH3:3]. The catalyst class is: 29. (3) Reactant: [CH2:1]([N:9]([CH3:15])[C:10]([NH2:14])=[N:11][C:12]#[N:13])[CH2:2][CH2:3][CH2:4][CH2:5][CH2:6][CH2:7][CH3:8].[ClH:16].[CH3:17][C:18]1[CH:25]=[CH:24][C:21]([CH2:22][NH2:23])=[CH:20][CH:19]=1.C1(C)C(C)=CC=CC=1. Product: [ClH:16].[CH2:1]([N:9]([CH3:15])[C:10](=[NH:14])[NH:11][C:12](=[NH:13])[NH:23][CH2:22][C:21]1[CH:24]=[CH:25][C:18]([CH3:17])=[CH:19][CH:20]=1)[CH2:2][CH2:3][CH2:4][CH2:5][CH2:6][CH2:7][CH3:8]. The catalyst class is: 11. (4) Reactant: [Br:1][C:2]1[CH:7]=[CH:6][C:5]([S:8][CH:9]([CH2:14][CH2:15]O)[C:10]([O:12][CH3:13])=[O:11])=[CH:4][CH:3]=1.[CH3:17][O:18][C:19]1[CH:29]=[CH:28][C:22]2[C:23](=[O:27])[NH:24][N:25]=[N:26][C:21]=2[CH:20]=1.C1(P(C2C=CC=CC=2)C2C=CC=CC=2)C=CC=CC=1.CC(OC(/N=N/C(OC(C)C)=O)=O)C. Product: [Br:1][C:2]1[CH:3]=[CH:4][C:5]([S:8][CH:9]([CH2:14][CH2:15][N:24]2[C:23](=[O:27])[C:22]3[CH:28]=[CH:29][C:19]([O:18][CH3:17])=[CH:20][C:21]=3[N:26]=[N:25]2)[C:10]([O:12][CH3:13])=[O:11])=[CH:6][CH:7]=1. The catalyst class is: 7. (5) Reactant: Br[C:2]1[S:6][C:5]([C:7](=[O:11])[CH2:8][CH2:9][CH3:10])=[CH:4][CH:3]=1.[NH:12]([CH3:14])[CH3:13]. Product: [CH3:13][N:12]([CH3:14])[C:2]1[S:6][C:5]([C:7](=[O:11])[CH2:8][CH2:9][CH3:10])=[CH:4][CH:3]=1. The catalyst class is: 6. (6) Reactant: [N+:1]([C:4]1[CH:5]=[C:6](/[C:10](/[CH2:17][CH3:18])=[CH:11]/[C:12](OCC)=[O:13])[CH:7]=[CH:8][CH:9]=1)([O-:3])=[O:2].[H-].C([Al+]CC(C)C)C(C)C.O.C(=O)([O-])O.[Na+]. Product: [N+:1]([C:4]1[CH:5]=[C:6](/[C:10](/[CH2:17][CH3:18])=[CH:11]/[CH2:12][OH:13])[CH:7]=[CH:8][CH:9]=1)([O-:3])=[O:2]. The catalyst class is: 133. (7) The catalyst class is: 1. Product: [F:1][C:2]1[CH:22]=[CH:21][C:5]([CH2:6][C:7]2[CH:16]=[C:11]3[C:10]([CH2:17][N:25]([C@@H:26]4[C@@H:31]([OH:32])[CH2:30][CH2:29][O:28][CH2:27]4)[C:12]3=[O:13])=[C:9]([CH3:19])[C:8]=2[CH3:20])=[CH:4][C:3]=1[O:23][CH3:24]. Reactant: [F:1][C:2]1[CH:22]=[CH:21][C:5]([CH2:6][C:7]2[C:8]([CH3:20])=[C:9]([CH3:19])[C:10]([CH:17]=O)=[C:11]([CH:16]=2)[C:12](OC)=[O:13])=[CH:4][C:3]=1[O:23][CH3:24].[NH2:25][C@@H:26]1[C@@H:31]([OH:32])[CH2:30][CH2:29][O:28][CH2:27]1.S([O-])([O-])(=O)=O.[Mg+2]. (8) Reactant: [O:1]=[C:2]1[C:6]2([CH2:11][CH2:10][N:9]([C:12]([O:14][C:15]([CH3:18])([CH3:17])[CH3:16])=[O:13])[CH2:8][CH2:7]2)[CH2:5][CH2:4][NH:3]1.FC(F)(F)S(O[C:25]1[CH2:26][O:27][C:28](=[O:32])[C:29]=1[CH2:30][CH3:31])(=O)=O.CC1(C)C2C(=C(P(C3C=CC=CC=3)C3C=CC=CC=3)C=CC=2)OC2C(P(C3C=CC=CC=3)C3C=CC=CC=3)=CC=CC1=2.O.C(=O)([O-])[O-].[K+].[K+]. Product: [CH2:30]([C:29]1[C:28](=[O:32])[O:27][CH2:26][C:25]=1[N:3]1[CH2:4][CH2:5][C:6]2([CH2:11][CH2:10][N:9]([C:12]([O:14][C:15]([CH3:18])([CH3:17])[CH3:16])=[O:13])[CH2:8][CH2:7]2)[C:2]1=[O:1])[CH3:31]. The catalyst class is: 164. (9) Reactant: [Cl:1][CH2:2][C:3](Cl)=O.[NH2:6][C:7]1[CH:22]=[CH:21][CH:20]=[C:19]([CH3:23])[C:8]=1[C:9]([NH:11][C:12]1[CH:17]=[CH:16][CH:15]=[CH:14][C:13]=1[CH3:18])=[O:10]. Product: [Cl:1][CH2:2][C:3]1[N:11]([C:12]2[CH:17]=[CH:16][CH:15]=[CH:14][C:13]=2[CH3:18])[C:9](=[O:10])[C:8]2[C:7](=[CH:22][CH:21]=[CH:20][C:19]=2[CH3:23])[N:6]=1. The catalyst class is: 15.